From a dataset of Catalyst prediction with 721,799 reactions and 888 catalyst types from USPTO. Predict which catalyst facilitates the given reaction. (1) Reactant: [F:1][C:2]1[CH:34]=[CH:33][CH:32]=[C:31]([F:35])[C:3]=1[CH2:4][O:5][C:6]1[C:7]2[N:8]([C:13]([C:17]([NH:19][CH2:20][C@H:21]3[CH2:26][CH2:25][C@H:24]([C:27]([O:29]C)=[O:28])[CH2:23][CH2:22]3)=[O:18])=[C:14]([CH3:16])[N:15]=2)[CH:9]=[C:10]([CH3:12])[N:11]=1.[OH-].[Li+].[ClH:38]. Product: [ClH:38].[F:1][C:2]1[CH:34]=[CH:33][CH:32]=[C:31]([F:35])[C:3]=1[CH2:4][O:5][C:6]1[C:7]2[N:8]([C:13]([C:17]([NH:19][CH2:20][C@H:21]3[CH2:22][CH2:23][C@H:24]([C:27]([OH:29])=[O:28])[CH2:25][CH2:26]3)=[O:18])=[C:14]([CH3:16])[N:15]=2)[CH:9]=[C:10]([CH3:12])[N:11]=1. The catalyst class is: 36. (2) Reactant: [F:1][C:2]([F:16])([F:15])[S:3][C:4]1[CH:10]=[C:9]([C:11]([CH3:14])([CH3:13])[CH3:12])[CH:8]=[CH:7][C:5]=1[NH2:6].C1C(=O)N([Br:24])C(=O)C1. The catalyst class is: 2. Product: [F:16][C:2]([F:15])([F:1])[S:3][C:4]1[CH:10]=[C:9]([C:11]([CH3:12])([CH3:13])[CH3:14])[CH:8]=[C:7]([Br:24])[C:5]=1[NH2:6]. (3) Reactant: C1COCC1.[CH3:6][N:7]1[CH:11]=[CH:10][CH:9]=[C:8]1[CH2:12][C:13](OC)=[O:14].[BH4-].[Na+].[Cl-].[Li+]. Product: [CH3:6][N:7]1[CH:11]=[CH:10][CH:9]=[C:8]1[CH2:12][CH2:13][OH:14]. The catalyst class is: 8. (4) Reactant: [CH3:1][N:2]([CH3:17])[C:3]1[CH:8]=[CH:7][C:6]([CH:9]([O:15][CH3:16])[C:10](OCC)=[O:11])=[CH:5][CH:4]=1.O.[NH2:19][NH2:20]. Product: [CH3:1][N:2]([CH3:17])[C:3]1[CH:8]=[CH:7][C:6]([CH:9]([O:15][CH3:16])[C:10]([NH:19][NH2:20])=[O:11])=[CH:5][CH:4]=1. The catalyst class is: 8. (5) Reactant: [O:1]=[C:2]([NH:45][C:46]1[CH:51]=[CH:50][C:49]([C:52]2[NH:56][N:55]=[N:54][N:53]=2)=[CH:48][CH:47]=1)[C@@H:3]([NH:27][C:28]([C@H:30]1[CH2:35][CH2:34][C@H:33]([CH2:36][NH:37]C(=O)OC(C)(C)C)[CH2:32][CH2:31]1)=[O:29])[CH2:4][C:5]1[CH:10]=[CH:9][C:8]([C:11]2[CH:16]=[CH:15][C:14]([C:17](=[O:26])[NH:18][CH2:19][CH2:20][N:21]3[CH2:25][CH2:24][CH2:23][CH2:22]3)=[CH:13][CH:12]=2)=[CH:7][CH:6]=1.[ClH:57].C(#N)C. Product: [ClH:57].[NH2:37][CH2:36][C@H:33]1[CH2:32][CH2:31][C@H:30]([C:28]([NH:27][C@H:3]([C:2](=[O:1])[NH:45][C:46]2[CH:47]=[CH:48][C:49]([C:52]3[NH:56][N:55]=[N:54][N:53]=3)=[CH:50][CH:51]=2)[CH2:4][C:5]2[CH:6]=[CH:7][C:8]([C:11]3[CH:12]=[CH:13][C:14]([C:17]([NH:18][CH2:19][CH2:20][N:21]4[CH2:25][CH2:24][CH2:23][CH2:22]4)=[O:26])=[CH:15][CH:16]=3)=[CH:9][CH:10]=2)=[O:29])[CH2:35][CH2:34]1. The catalyst class is: 269. (6) Reactant: [C:1]([NH:4][C:5]1[S:6][CH:7]=[C:8]([C:10]2[CH:15]=[CH:14][C:13]([C:16]3[C:21]([Cl:22])=[CH:20][C:19]([NH:23][C:24](=[O:34])[CH2:25][C:26]4[CH:31]=[CH:30][CH:29]=[C:28]([O:32][CH3:33])[CH:27]=4)=[C:18]([C:35]([O:37]C)=O)[CH:17]=3)=[CH:12][CH:11]=2)[N:9]=1)(=[O:3])[CH3:2].C[Si]([N-][Si](C)(C)C)(C)C.[K+].Cl. Product: [Cl:22][C:21]1[CH:20]=[C:19]2[C:18]([C:35]([OH:37])=[C:25]([C:26]3[CH:31]=[CH:30][CH:29]=[C:28]([O:32][CH3:33])[CH:27]=3)[C:24](=[O:34])[NH:23]2)=[CH:17][C:16]=1[C:13]1[CH:14]=[CH:15][C:10]([C:8]2[N:9]=[C:5]([NH:4][C:1](=[O:3])[CH3:2])[S:6][CH:7]=2)=[CH:11][CH:12]=1. The catalyst class is: 7.